Predict the product of the given reaction. From a dataset of Forward reaction prediction with 1.9M reactions from USPTO patents (1976-2016). (1) The product is: [C:15]([C:11]1[CH:10]=[C:9]([C:6]2([NH:5][CH2:4][C@@H:3]([OH:19])[C@@H:2]([NH:1][C:64](=[O:65])[CH2:63][O:62][CH3:61])[CH2:20][C:21]3[CH:26]=[CH:25][C:24]([NH:27][C:28]4[CH:33]=[C:32]([C:34]5[CH:39]=[CH:38][CH:37]=[CH:36][CH:35]=5)[N:31]=[CH:30][N:29]=4)=[CH:23][CH:22]=3)[CH2:8][CH2:7]2)[CH:14]=[CH:13][CH:12]=1)([CH3:17])([CH3:18])[CH3:16]. Given the reactants [NH2:1][C@@H:2]([CH2:20][C:21]1[CH:26]=[CH:25][C:24]([NH:27][C:28]2[CH:33]=[C:32]([C:34]3[CH:39]=[CH:38][CH:37]=[CH:36][CH:35]=3)[N:31]=[CH:30][N:29]=2)=[CH:23][CH:22]=1)[C@H:3]([OH:19])[CH2:4][NH:5][C:6]1([C:9]2[CH:14]=[CH:13][CH:12]=[C:11]([C:15]([CH3:18])([CH3:17])[CH3:16])[CH:10]=2)[CH2:8][CH2:7]1.CCN(C(C)C)C(C)C.Cl.CN(C)CCCN=C=NCC.[CH3:61][O:62][CH2:63][C:64](O)=[O:65], predict the reaction product. (2) Given the reactants Br[C:2]1[C:3]([N:22]2[CH2:26][CH2:25][C@@H:24]([OH:27])[CH2:23]2)=[N:4][CH:5]=[C:6]([CH:21]=1)[C:7]([NH:9][C:10]1[CH:15]=[CH:14][C:13]([O:16][C:17]([F:20])([F:19])[F:18])=[CH:12][CH:11]=1)=[O:8].[CH3:28][C:29]1[N:34]=[CH:33][C:32](B2OC(C)(C)C(C)(C)O2)=[CH:31][N:30]=1.C([O-])([O-])=O.[Na+].[Na+].COCCOC, predict the reaction product. The product is: [OH:27][C@@H:24]1[CH2:25][CH2:26][N:22]([C:3]2[C:2]([C:32]3[CH:31]=[N:30][C:29]([CH3:28])=[N:34][CH:33]=3)=[CH:21][C:6]([C:7]([NH:9][C:10]3[CH:15]=[CH:14][C:13]([O:16][C:17]([F:20])([F:19])[F:18])=[CH:12][CH:11]=3)=[O:8])=[CH:5][N:4]=2)[CH2:23]1. (3) Given the reactants O1C2C=CC=CC=2N=C1N[C@H]1CCC[C@@H]1NC(=O)C1C=CC=CC=1N1N=CC=N1.Cl.[NH2:31][C@H:32]1[CH2:36][CH2:35][CH2:34][C@@H:33]1[NH:37][C:38](=[O:50])[C:39]1[CH:44]=[CH:43][CH:42]=[CH:41][C:40]=1[N:45]1[N:49]=[CH:48][CH:47]=[N:46]1.Cl[C:52]1[S:53][C:54]2[CH:60]=[CH:59][C:58]([F:61])=[CH:57][C:55]=2[N:56]=1, predict the reaction product. The product is: [F:61][C:58]1[CH:59]=[CH:60][C:54]2[S:53][C:52]([NH:31][C@H:32]3[CH2:36][CH2:35][CH2:34][C@@H:33]3[NH:37][C:38](=[O:50])[C:39]3[CH:44]=[CH:43][CH:42]=[CH:41][C:40]=3[N:45]3[N:46]=[CH:47][CH:48]=[N:49]3)=[N:56][C:55]=2[CH:57]=1.